Dataset: Reaction yield outcomes from USPTO patents with 853,638 reactions. Task: Predict the reaction yield, written as a fraction of the theoretical maximum amount of product (1.0 means a 100% yield; for example, 0.34 means a 34% yield). The catalyst is ClCCl. The yield is 0.360. The reactants are [CH3:1][O:2][C:3]1[CH:12]=[CH:11][C:10]2[C:5](=[CH:6][CH:7]=[CH:8][CH:9]=2)[C:4]=1[C:13]1[N:14]=[C:15]([NH2:18])[O:16][CH:17]=1.C(N(CC)CC)C.[C:26](Cl)(=[O:28])[CH3:27]. The product is [CH3:1][O:2][C:3]1[CH:12]=[CH:11][C:10]2[C:5](=[CH:6][CH:7]=[CH:8][CH:9]=2)[C:4]=1[C:13]1[N:14]=[C:15]([NH:18][C:26](=[O:28])[CH3:27])[O:16][CH:17]=1.